This data is from Catalyst prediction with 721,799 reactions and 888 catalyst types from USPTO. The task is: Predict which catalyst facilitates the given reaction. (1) Reactant: N[C:2]1[N:3]=[CH:4][C:5]2[C:10]([C:11]=1[C:12]([O:14][CH2:15][CH3:16])=[O:13])=[CH:9][CH:8]=[CH:7][CH:6]=2.N([O-])=[O:18].[Na+].[OH-].[Na+]. Product: [OH:18][C:2]1[N:3]=[CH:4][C:5]2[C:10]([C:11]=1[C:12]([O:14][CH2:15][CH3:16])=[O:13])=[CH:9][CH:8]=[CH:7][CH:6]=2. The catalyst class is: 82. (2) Reactant: [F:1][C:2]1[CH:10]=[CH:9][C:5]([CH:6]=[N:7][OH:8])=[CH:4][CH:3]=1.ClN1[C:16](=[O:17])[CH2:15][CH2:14][C:13]1=O.ON=C(Cl)[C:22]1[CH:27]=CC(F)=CC=1.CN(C=[O:34])C. Product: [CH2:27]([O:34][C:16]([C:15]1[C:6]([C:5]2[CH:9]=[CH:10][C:2]([F:1])=[CH:3][CH:4]=2)=[N:7][O:8][C:14]=1[CH3:13])=[O:17])[CH3:22]. The catalyst class is: 6. (3) Reactant: Cl.[F:2][C:3]([F:8])([F:7])[C@@H:4]([NH2:6])[CH3:5].C(=O)([O-])[O-].[K+].[K+].Br[CH2:16][C:17]1[CH:22]=[CH:21][C:20]([F:23])=[CH:19][CH:18]=1. Product: [F:2][C:3]([F:8])([F:7])[C@@H:4]([NH:6][CH2:16][C:17]1[CH:22]=[CH:21][C:20]([F:23])=[CH:19][CH:18]=1)[CH3:5]. The catalyst class is: 9. (4) Product: [C:20](=[O:24])([O:21][CH2:22][CH3:23])[O:1][CH2:2][CH2:3][CH2:4][CH2:5][NH:6][C:7]([O:8][C:9]([CH3:10])([CH3:12])[CH3:11])=[O:13]. Reactant: [OH:1][CH2:2][CH2:3][CH2:4][CH2:5][NH:6][C:7](=[O:13])[O:8][C:9]([CH3:12])([CH3:11])[CH3:10].N1C=CC=CC=1.[C:20](Cl)(=[O:24])[O:21][CH2:22][CH3:23]. The catalyst class is: 13. (5) Reactant: [Br:1][C:2]1[CH:3]=[C:4]([C:9]2([C:17]3[CH:22]=[CH:21][CH:20]=[CH:19][CH:18]=3)[NH:13][C:12](=S)[N:11]([CH3:15])[C:10]2=[O:16])[CH:5]=[CH:6][C:7]=1[F:8].C(OO)(C)(C)C.[OH-].[NH4+:30]. Product: [NH2:30][C:12]1[N:11]([CH3:15])[C:10](=[O:16])[C:9]([C:4]2[CH:5]=[CH:6][C:7]([F:8])=[C:2]([Br:1])[CH:3]=2)([C:17]2[CH:22]=[CH:21][CH:20]=[CH:19][CH:18]=2)[N:13]=1. The catalyst class is: 5. (6) Reactant: [C:1]([O:5][C@@H:6]([C:12]1[C:36]([CH3:37])=[CH:35][C:15]2[N:16]=[C:17]([C:19]3[CH:24]=[CH:23][CH:22]=[C:21]([C:25]4[CH:26]=[C:27]5[C:31](=[CH:32][CH:33]=4)[N:30]([CH3:34])[N:29]=[CH:28]5)[N:20]=3)[S:18][C:14]=2[C:13]=1OS(C(F)(F)F)(=O)=O)[C:7]([O:9][CH2:10][CH3:11])=[O:8])([CH3:4])([CH3:3])[CH3:2].[Cl:46][C:47]1[CH:52]=[CH:51][C:50](B(O)O)=[CH:49][CH:48]=1.C(=O)([O-])[O-].[K+].[K+]. Product: [C:1]([O:5][C@@H:6]([C:12]1[C:36]([CH3:37])=[CH:35][C:15]2[N:16]=[C:17]([C:19]3[CH:24]=[CH:23][CH:22]=[C:21]([C:25]4[CH:26]=[C:27]5[C:31](=[CH:32][CH:33]=4)[N:30]([CH3:34])[N:29]=[CH:28]5)[N:20]=3)[S:18][C:14]=2[C:13]=1[C:50]1[CH:51]=[CH:52][C:47]([Cl:46])=[CH:48][CH:49]=1)[C:7]([O:9][CH2:10][CH3:11])=[O:8])([CH3:4])([CH3:2])[CH3:3]. The catalyst class is: 752.